This data is from Full USPTO retrosynthesis dataset with 1.9M reactions from patents (1976-2016). The task is: Predict the reactants needed to synthesize the given product. Given the product [Cl:1][C:2]1[CH:8]=[CH:7][C:5]([O:6][CH2:17][C:16]2[CH:19]=[CH:20][C:13]([Cl:12])=[CH:14][CH:15]=2)=[CH:4][C:3]=1[OH:9], predict the reactants needed to synthesize it. The reactants are: [Cl:1][C:2]1[CH:8]=[CH:7][C:5]([OH:6])=[CH:4][C:3]=1[OH:9].[F-].[K+].[Cl:12][C:13]1[CH:20]=[CH:19][C:16]([CH2:17]Cl)=[CH:15][CH:14]=1.